From a dataset of Catalyst prediction with 721,799 reactions and 888 catalyst types from USPTO. Predict which catalyst facilitates the given reaction. (1) Product: [F:1][C:2]1[CH:7]=[C:6]([O:8][S:30]([C:29]([F:42])([F:41])[F:28])(=[O:32])=[O:31])[CH:5]=[C:4]([F:9])[C:3]=1[CH:10]([C:16]([O:18][CH2:19][CH3:20])=[O:17])[C:11]([O:13][CH2:14][CH3:15])=[O:12]. Reactant: [F:1][C:2]1[CH:7]=[C:6]([OH:8])[CH:5]=[C:4]([F:9])[C:3]=1[CH:10]([C:16]([O:18][CH2:19][CH3:20])=[O:17])[C:11]([O:13][CH2:14][CH3:15])=[O:12].C(N(CC)CC)C.[F:28][C:29]([F:42])([F:41])[S:30](O[S:30]([C:29]([F:42])([F:41])[F:28])(=[O:32])=[O:31])(=[O:32])=[O:31].C(=O)(O)[O-].[Na+]. The catalyst class is: 2. (2) Reactant: C1(C)C=CC(S(O)(=O)=O)=CC=1.[CH2:12]([O:19][C:20](=[O:23])[CH2:21]N)[C:13]1[CH:18]=[CH:17][CH:16]=[CH:15][CH:14]=1.CCN(C(C)C)C(C)C.C(OC(NC1C=CC(C(F)(F)F)=CC=1C(O)=O)=O)(C)(C)C.CN([P+](ON1N=NC2C=CC=CC1=2)(N(C)C)N(C)C)C.F[P-](F)(F)(F)(F)F.Cl. Product: [CH2:12]([O:19][C:20](=[O:23])[CH3:21])[C:13]1[CH:18]=[CH:17][CH:16]=[CH:15][CH:14]=1. The catalyst class is: 31. (3) Reactant: [C:1]([O:4][C:5]1[C:6](=[CH:10][CH:11]=[CH:12][CH:13]=1)[C:7]([OH:9])=[O:8])(=[O:3])[CH3:2].CC[O-].[Na+].[Cl:18][CH2:19][C:20]1[CH:25]=[CH:24][CH:23]=[C:22]([CH2:26]Cl)[N:21]=1. Product: [Cl:18][CH2:19][C:20]1[N:21]=[C:22]([CH3:26])[C:23]([O:8][C:7](=[O:9])[C:6]2[CH:10]=[CH:11][CH:12]=[CH:13][C:5]=2[O:4][C:1](=[O:3])[CH3:2])=[CH:24][CH:25]=1. The catalyst class is: 369. (4) Reactant: [Br:1][C:2]1[S:6][C:5]([N:7]2[CH2:12][CH:11]([CH3:13])[NH:10][CH:9]([CH3:14])[CH2:8]2)=[N:4][CH:3]=1.[CH3:15][O:16][C:17](=[O:20])[CH2:18]Br.C(=O)([O-])[O-].[K+].[K+].CN(C)C=O. Product: [CH3:15][O:16][C:17](=[O:20])[CH2:18][N:10]1[CH:11]([CH3:13])[CH2:12][N:7]([C:5]2[S:6][C:2]([Br:1])=[CH:3][N:4]=2)[CH2:8][CH:9]1[CH3:14]. The catalyst class is: 6. (5) Reactant: [NH2:1][C:2]1N=C2C(NC=N2)=C(Cl)N=1.CC(OC1O[C@H](COC(C2C=CC=CC=2)=O)[C@@H](OC(C2C=CC=CC=2)=O)[C@H]1OC(C1C=CC=CC=1)=O)=O.[NH2:49][C:50]1[N:58]=[C:57]2[C:53]([N:54]=[CH:55][N:56]2[C@@H:59]2[O:81][C@H:80]([CH2:82][O:83]C(=O)C3C=CC=CC=3)[C@@H:70]([O:71]C(=O)C3C=CC=CC=3)[C@H:60]2[O:61]C(=O)C2C=CC=CC=2)=[C:52](Cl)[N:51]=1.CN. Product: [NH2:49][C:50]1[N:58]=[C:57]2[C:53]([N:54]=[CH:55][N:56]2[C@@H:59]2[O:81][C@H:80]([CH2:82][OH:83])[C@@H:70]([OH:71])[C@H:60]2[OH:61])=[C:52]([NH:1][CH3:2])[N:51]=1. The catalyst class is: 5. (6) Reactant: [C:1]([O:9]C)(=O)[C:2]1[CH:7]=[CH:6][N:5]=[CH:4][CH:3]=1.O.[NH2:12][NH2:13]. Product: [C:1]([NH:12][NH2:13])(=[O:9])[C:2]1[CH:7]=[CH:6][N:5]=[CH:4][CH:3]=1. The catalyst class is: 357. (7) The catalyst class is: 145. Product: [Br:4][C:5]1[CH:6]=[C:7]([CH2:8][C:1]#[N:2])[CH:10]=[C:11]([F:13])[CH:12]=1. Reactant: [C-:1]#[N:2].[Na+].[Br:4][C:5]1[CH:6]=[C:7]([CH:10]=[C:11]([F:13])[CH:12]=1)[CH2:8]Br.